Dataset: Reaction yield outcomes from USPTO patents with 853,638 reactions. Task: Predict the reaction yield, written as a fraction of the theoretical maximum amount of product (1.0 means a 100% yield; for example, 0.34 means a 34% yield). (1) The reactants are [BH4-].[Na+].[C:3]([C:6]1[CH:13]=[C:12]([Cl:14])[C:9]([C:10]#[N:11])=[C:8]([Br:15])[C:7]=1[O:16][CH2:17][CH3:18])(=[O:5])[CH3:4].CO. No catalyst specified. The product is [Br:15][C:8]1[C:7]([O:16][CH2:17][CH3:18])=[C:6]([CH:3]([OH:5])[CH3:4])[CH:13]=[C:12]([Cl:14])[C:9]=1[C:10]#[N:11]. The yield is 1.00. (2) The product is [CH2:1]([O:3][C:4]([C:6]1[C:10]([NH2:11])=[CH:9][NH:8][N:7]=1)=[O:5])[CH3:2]. The catalyst is CCO.[Pd]. The reactants are [CH2:1]([O:3][C:4]([C:6]1[C:10]([N+:11]([O-])=O)=[CH:9][NH:8][N:7]=1)=[O:5])[CH3:2]. The yield is 0.980.